From a dataset of NCI-60 drug combinations with 297,098 pairs across 59 cell lines. Regression. Given two drug SMILES strings and cell line genomic features, predict the synergy score measuring deviation from expected non-interaction effect. (1) Drug 1: CC1=C(C=C(C=C1)NC(=O)C2=CC=C(C=C2)CN3CCN(CC3)C)NC4=NC=CC(=N4)C5=CN=CC=C5. Drug 2: CC1=C2C(C(=O)C3(C(CC4C(C3C(C(C2(C)C)(CC1OC(=O)C(C(C5=CC=CC=C5)NC(=O)OC(C)(C)C)O)O)OC(=O)C6=CC=CC=C6)(CO4)OC(=O)C)O)C)O. Cell line: SF-295. Synergy scores: CSS=-0.940, Synergy_ZIP=11.4, Synergy_Bliss=10.2, Synergy_Loewe=6.92, Synergy_HSA=7.53. (2) Drug 1: COC1=CC(=CC(=C1O)OC)C2C3C(COC3=O)C(C4=CC5=C(C=C24)OCO5)OC6C(C(C7C(O6)COC(O7)C8=CC=CS8)O)O. Drug 2: CC1C(C(CC(O1)OC2CC(CC3=C2C(=C4C(=C3O)C(=O)C5=C(C4=O)C(=CC=C5)OC)O)(C(=O)CO)O)N)O.Cl. Cell line: HCC-2998. Synergy scores: CSS=54.0, Synergy_ZIP=-3.68, Synergy_Bliss=-0.00840, Synergy_Loewe=1.55, Synergy_HSA=3.07. (3) Drug 1: CC1=C(C(=CC=C1)Cl)NC(=O)C2=CN=C(S2)NC3=CC(=NC(=N3)C)N4CCN(CC4)CCO. Drug 2: C1CN1C2=NC(=NC(=N2)N3CC3)N4CC4. Cell line: SK-MEL-5. Synergy scores: CSS=37.9, Synergy_ZIP=-1.44, Synergy_Bliss=-3.57, Synergy_Loewe=-5.90, Synergy_HSA=-5.16. (4) Drug 1: CNC(=O)C1=CC=CC=C1SC2=CC3=C(C=C2)C(=NN3)C=CC4=CC=CC=N4. Drug 2: CCCCCOC(=O)NC1=NC(=O)N(C=C1F)C2C(C(C(O2)C)O)O. Cell line: OVCAR3. Synergy scores: CSS=-6.51, Synergy_ZIP=1.69, Synergy_Bliss=-2.23, Synergy_Loewe=-6.50, Synergy_HSA=-6.40. (5) Drug 1: C1=CC=C(C=C1)NC(=O)CCCCCCC(=O)NO. Drug 2: C(CC(=O)O)C(=O)CN.Cl. Cell line: MALME-3M. Synergy scores: CSS=15.0, Synergy_ZIP=-2.70, Synergy_Bliss=2.05, Synergy_Loewe=-4.76, Synergy_HSA=0.768.